From a dataset of Experimentally validated miRNA-target interactions with 360,000+ pairs, plus equal number of negative samples. Binary Classification. Given a miRNA mature sequence and a target amino acid sequence, predict their likelihood of interaction. (1) The miRNA is mmu-miR-680 with sequence GGGCAUCUGCUGACAUGGGGG. The protein sequence of the target gene is MHSLATAAPVPTTLAQVDREKIYQWINELSSPETRENALLELSKKRESVPDLAPMLWHSFGTIAALLQEIVNIYPSINPPTLTAHQSNRVCNALALLQCVASHPETRSAFLAAHIPLFLYPFLHTVSKTRPFEYLRLTSLGVIGALVKTDEQEVINFLLTTEIIPLCLRIMESGSELSKTVATFILQKILLDDTGLAYICQTYERFSHVAMILGKMVLQLSKEPSARLLKHVVRCYLRLSDNPRAREALRQCLPDQLKDTTFAQVLKDDTTTKRWLAQLVKNLQEGQVTDPRGIPLPPQ. Result: 0 (no interaction). (2) The miRNA is hsa-miR-508-5p with sequence UACUCCAGAGGGCGUCACUCAUG. The protein sequence of the target gene is MASVLNVKESKAPERTVVVAGLPVDLFSDQLLAVLVKSHFQDIKNEGGDVEDVIYPTRTKGVAYVIFKEKKVAENVIRQKKHWLARKTRHAELTVSLRVSHFGDKIFSSVNAILDLSVFGKEVTLETLVKDLKKKIPSLSFSPLKPNGRISVEGSFLAVKRLRESLLARACSLLEKDRNFTSEERKWNRQNPQRNLQRSNNSLASVRTLVPETARSGEMLVLDTDVFLYLKHKCGSYESTLKKFHILSQEKVDGEITTICLKSIQVGSQPNNAKHVKELIEEWSHALYLKLRKETFILEG.... Result: 1 (interaction).